From a dataset of NCI-60 drug combinations with 297,098 pairs across 59 cell lines. Regression. Given two drug SMILES strings and cell line genomic features, predict the synergy score measuring deviation from expected non-interaction effect. (1) Drug 1: CC1CCC2CC(C(=CC=CC=CC(CC(C(=O)C(C(C(=CC(C(=O)CC(OC(=O)C3CCCCN3C(=O)C(=O)C1(O2)O)C(C)CC4CCC(C(C4)OC)OCCO)C)C)O)OC)C)C)C)OC. Drug 2: CN(C(=O)NC(C=O)C(C(C(CO)O)O)O)N=O. Cell line: SK-MEL-28. Synergy scores: CSS=5.92, Synergy_ZIP=-5.13, Synergy_Bliss=-7.17, Synergy_Loewe=-2.71, Synergy_HSA=-2.80. (2) Drug 1: CN1C(=O)N2C=NC(=C2N=N1)C(=O)N. Drug 2: CC1=C(C=C(C=C1)NC(=O)C2=CC=C(C=C2)CN3CCN(CC3)C)NC4=NC=CC(=N4)C5=CN=CC=C5. Cell line: SR. Synergy scores: CSS=-7.88, Synergy_ZIP=5.85, Synergy_Bliss=2.10, Synergy_Loewe=-8.80, Synergy_HSA=-8.32. (3) Drug 1: C1CCN(CC1)CCOC2=CC=C(C=C2)C(=O)C3=C(SC4=C3C=CC(=C4)O)C5=CC=C(C=C5)O. Drug 2: CC(CN1CC(=O)NC(=O)C1)N2CC(=O)NC(=O)C2. Cell line: PC-3. Synergy scores: CSS=10.8, Synergy_ZIP=-3.59, Synergy_Bliss=0.932, Synergy_Loewe=-0.150, Synergy_HSA=0.323. (4) Drug 1: CC12CCC3C(C1CCC2O)C(CC4=C3C=CC(=C4)O)CCCCCCCCCS(=O)CCCC(C(F)(F)F)(F)F. Drug 2: CC1C(C(CC(O1)OC2CC(CC3=C2C(=C4C(=C3O)C(=O)C5=CC=CC=C5C4=O)O)(C(=O)C)O)N)O. Cell line: SR. Synergy scores: CSS=36.3, Synergy_ZIP=2.65, Synergy_Bliss=0.919, Synergy_Loewe=-19.3, Synergy_HSA=-1.82.